From a dataset of Reaction yield outcomes from USPTO patents with 853,638 reactions. Predict the reaction yield, written as a fraction of the theoretical maximum amount of product (1.0 means a 100% yield; for example, 0.34 means a 34% yield). (1) The reactants are [CH3:1][O:2][C:3](=[O:20])[NH:4][C:5]1[CH:10]=[C:9]([C:11]([C:13]2[CH:14]=[N:15][CH:16]=[CH:17][CH:18]=2)=[O:12])[CH:8]=[C:7](Br)[CH:6]=1.CC1(C)C(C)(C)OB([C:29]2[CH:37]=[CH:36][CH:35]=[C:34]3[C:30]=2[CH:31]=[CH:32][N:33]3[Si:38]([CH:45]([CH3:47])[CH3:46])([CH:42]([CH3:44])[CH3:43])[CH:39]([CH3:41])[CH3:40])O1.[O-]P([O-])([O-])=O.[K+].[K+].[K+]. The catalyst is O1CCOCC1.Cl[Pd-](P(C1CC2CC1CC2)C1CC2CC1CC2)C1C=CC=CC=1C1C=CC=CC=1N(C)C. The product is [CH3:1][O:2][C:3](=[O:20])[NH:4][C:5]1[CH:6]=[C:7]([C:29]2[CH:37]=[CH:36][CH:35]=[C:34]3[C:30]=2[CH:31]=[CH:32][N:33]3[Si:38]([CH:42]([CH3:44])[CH3:43])([CH:45]([CH3:47])[CH3:46])[CH:39]([CH3:40])[CH3:41])[CH:8]=[C:9]([C:11]([C:13]2[CH:14]=[N:15][CH:16]=[CH:17][CH:18]=2)=[O:12])[CH:10]=1. The yield is 0.700. (2) The reactants are [F:1][C:2]1[C:10]([O:11][C:12]2[C:17]3=[C:18]([CH3:26])[C:19]([O:21][CH2:22][CH:23]4[CH2:25][O:24]4)=[CH:20][N:16]3[N:15]=[CH:14][N:13]=2)=[CH:9][CH:8]=[C:7]2[C:3]=1[CH:4]=[C:5]([CH3:27])[NH:6]2.[CH3:28][S:29]([O-:31])=[O:30].[Na+]. The catalyst is CS(C)=O. The product is [F:1][C:2]1[C:10]([O:11][C:12]2[C:17]3=[C:18]([CH3:26])[C:19]([O:21][CH2:22][CH:23]([OH:24])[CH2:25][S:29]([CH3:28])(=[O:31])=[O:30])=[CH:20][N:16]3[N:15]=[CH:14][N:13]=2)=[CH:9][CH:8]=[C:7]2[C:3]=1[CH:4]=[C:5]([CH3:27])[NH:6]2. The yield is 0.450. (3) The reactants are [O:1]1[C:3]2([CH2:6][N:5](C(OC(C)(C)C)=O)[CH2:4]2)[CH2:2]1.[NH:14]1[CH2:19][CH2:18][O:17][CH2:16][CH2:15]1. The catalyst is C1COCC1. The product is [N:14]1([CH2:2][C:3]2([OH:1])[CH2:4][NH:5][CH2:6]2)[CH2:19][CH2:18][O:17][CH2:16][CH2:15]1. The yield is 0.240. (4) The reactants are [Cl:1][C:2]1[C:3]([NH:15][C:16]2[CH:17]=[C:18]([NH:23]C(=O)OC(C)(C)C)[CH:19]=[CH:20][C:21]=2[F:22])=[N:4][C:5]([NH:8][C:9]2[S:13][N:12]=[C:11]([CH3:14])[CH:10]=2)=[N:6][CH:7]=1.C(O)(C(F)(F)F)=O. The catalyst is C(Cl)Cl. The product is [NH2:23][C:18]1[CH:19]=[CH:20][C:21]([F:22])=[C:16]([NH:15][C:3]2[C:2]([Cl:1])=[CH:7][N:6]=[C:5]([NH:8][C:9]3[S:13][N:12]=[C:11]([CH3:14])[CH:10]=3)[N:4]=2)[CH:17]=1. The yield is 0.643.